The task is: Predict which catalyst facilitates the given reaction.. This data is from Catalyst prediction with 721,799 reactions and 888 catalyst types from USPTO. (1) Reactant: [NH2:1][C:2]1[N:3]=[N:4][C:5]([CH3:8])=[CH:6][CH:7]=1.Cl[CH2:10][C:11](=O)[CH3:12].C([O-])(O)=O.[Na+]. Product: [CH3:12][C:11]1[N:1]=[C:2]2[CH:7]=[CH:6][C:5]([CH3:8])=[N:4][N:3]2[CH:10]=1. The catalyst class is: 14. (2) Reactant: C(OC([N:6]1[CH2:30][C@:29]2([C:31](=[O:35])[CH2:32][S:33][CH3:34])[C@@H:8]([CH2:9][C@H:10]3[C@H:23]4[C@@:14]([F:27])([C@:15]5([CH3:26])[C:20]([C@@H:21]([F:24])[CH2:22]4)=[CH:19][C:18](=[O:25])[CH:17]=[CH:16]5)[C@@H:13]([OH:28])[CH2:12][C@@:11]32[CH3:36])[CH2:7]1)=O)=C.[ClH:37].O1CCOCC1. Product: [ClH:37].[F:27][C@@:14]12[C@:15]3([CH3:26])[C:20](=[CH:19][C:18](=[O:25])[CH:17]=[CH:16]3)[C@@H:21]([F:24])[CH2:22][C@H:23]1[C@@H:10]1[CH2:9][C@@H:8]3[C@:29]([C:31](=[O:35])[CH2:32][S:33][CH3:34])([C@@:11]1([CH3:36])[CH2:12][C@@H:13]2[OH:28])[CH2:30][NH:6][CH2:7]3. The catalyst class is: 2. (3) Reactant: [Cl:1][C:2]1[S:6][C:5]([CH2:7][N:8]([CH3:17])[C:9]2[CH:14]=[CH:13][C:12]([NH2:15])=[C:11]([CH3:16])[CH:10]=2)=[CH:4][CH:3]=1.C(N(CC)CC)C.[C:25](Cl)(=[O:30])[CH2:26][CH2:27][CH2:28][CH3:29]. Product: [Cl:1][C:2]1[S:6][C:5]([CH2:7][N:8]([CH3:17])[C:9]2[CH:14]=[CH:13][C:12]([NH:15][C:25](=[O:30])[CH2:26][CH2:27][CH2:28][CH3:29])=[C:11]([CH3:16])[CH:10]=2)=[CH:4][CH:3]=1. The catalyst class is: 7. (4) Reactant: FC(F)(F)S(O[C:7]1[CH:16]=[CH:15][C:14]2[C:9](=[CH:10][CH:11]=[CH:12][C:13]=2[O:17][CH3:18])[CH:8]=1)(=O)=O.[CH3:21][N:22](C=O)C. Product: [CH3:18][O:17][C:13]1[CH:12]=[CH:11][CH:10]=[C:9]2[C:14]=1[CH:15]=[CH:16][C:7]([C:21]#[N:22])=[CH:8]2. The catalyst class is: 267.